From a dataset of Full USPTO retrosynthesis dataset with 1.9M reactions from patents (1976-2016). Predict the reactants needed to synthesize the given product. Given the product [Br:1][C:2]1[CH:3]=[CH:4][C:5]([CH:8]([NH2:9])[CH3:10])=[N:6][CH:7]=1, predict the reactants needed to synthesize it. The reactants are: [Br:1][C:2]1[CH:3]=[CH:4][C:5]([C:8]#[N:9])=[N:6][CH:7]=1.[CH3:10][Mg]Br.CO.[BH4-].[Na+].